From a dataset of Peptide-MHC class II binding affinity with 134,281 pairs from IEDB. Regression. Given a peptide amino acid sequence and an MHC pseudo amino acid sequence, predict their binding affinity value. This is MHC class II binding data. The peptide sequence is SAFQGLFGGLNWITK. The MHC is DRB5_0101 with pseudo-sequence DRB5_0101. The binding affinity (normalized) is 0.723.